From a dataset of Reaction yield outcomes from USPTO patents with 853,638 reactions. Predict the reaction yield, written as a fraction of the theoretical maximum amount of product (1.0 means a 100% yield; for example, 0.34 means a 34% yield). (1) The reactants are C([N:8]1[C:16]([CH3:18])([CH3:17])[C:15]2[C:10](=[CH:11][CH:12]=[CH:13][CH:14]=2)[C:9]1([CH3:20])[CH3:19])C1C=CC=CC=1. The catalyst is CC(O)=O.[Pd]. The product is [CH3:17][C:16]1([CH3:18])[C:15]2[C:10](=[CH:11][CH:12]=[CH:13][CH:14]=2)[C:9]([CH3:20])([CH3:19])[NH:8]1. The yield is 0.950. (2) The reactants are [CH3:1][O:2][C:3]1[CH:4]=[C:5]2[C:10](=[CH:11][C:12]=1[O:13][CH3:14])[N:9]=[CH:8][CH:7]=[C:6]2[O:15][C:16]1[CH:21]=[CH:20][C:19]([NH:22][C:23]([C:25]2([C:28]([OH:30])=O)[CH2:27][CH2:26]2)=[O:24])=[CH:18][CH:17]=1.[F:31][C:32]1[CH:39]=[CH:38][C:35]([CH2:36][NH2:37])=[CH:34][CH:33]=1.CCN(C(C)C)C(C)C.CN(C(ON1N=NC2C=CC=NC1=2)=[N+](C)C)C.F[P-](F)(F)(F)(F)F. The catalyst is CC(N(C)C)=O.O. The product is [CH3:1][O:2][C:3]1[CH:4]=[C:5]2[C:10](=[CH:11][C:12]=1[O:13][CH3:14])[N:9]=[CH:8][CH:7]=[C:6]2[O:15][C:16]1[CH:17]=[CH:18][C:19]([NH:22][C:23]([C:25]2([C:28]([NH:37][CH2:36][C:35]3[CH:38]=[CH:39][C:32]([F:31])=[CH:33][CH:34]=3)=[O:30])[CH2:27][CH2:26]2)=[O:24])=[CH:20][CH:21]=1. The yield is 0.350. (3) The reactants are [NH2:1][C:2]1[CH:7]=[CH:6][C:5]([S:8]([NH:11][C:12]2[CH:13]=[CH:14][C:15]3[CH2:19][O:18][B:17]([OH:20])[C:16]=3[CH:21]=2)(=[O:10])=[O:9])=[C:4]([CH2:22][CH2:23][C:24](=[O:26])[CH3:25])[CH:3]=1.[BH4-].[Na+].Cl. The catalyst is CO. The product is [NH2:1][C:2]1[CH:7]=[CH:6][C:5]([S:8]([NH:11][C:12]2[CH:13]=[CH:14][C:15]3[CH2:19][O:18][B:17]([OH:20])[C:16]=3[CH:21]=2)(=[O:9])=[O:10])=[C:4]([CH2:22][CH2:23][CH:24]([OH:26])[CH3:25])[CH:3]=1. The yield is 0.550.